From a dataset of Catalyst prediction with 721,799 reactions and 888 catalyst types from USPTO. Predict which catalyst facilitates the given reaction. (1) Reactant: [Cl:1][CH2:2][C:3]([C:5]1[CH:6]=[CH:7][C:8]2[O:13][CH2:12][C:11](=[O:14])[NH:10][C:9]=2[CH:15]=1)=O.C([SiH](CC)CC)C. Product: [Cl:1][CH2:2][CH2:3][C:5]1[CH:6]=[CH:7][C:8]2[O:13][CH2:12][C:11](=[O:14])[NH:10][C:9]=2[CH:15]=1. The catalyst class is: 55. (2) Reactant: [CH2:1]([O:3][C:4]([C:6]1[N:7]([CH3:16])[C:8]2[C:13]([CH:14]=1)=[CH:12][C:11]([Br:15])=[CH:10][CH:9]=2)=[O:5])[CH3:2].C([BH3-])#N.[Na+]. Product: [CH2:1]([O:3][C:4]([CH:6]1[CH2:14][C:13]2[C:8](=[CH:9][CH:10]=[C:11]([Br:15])[CH:12]=2)[N:7]1[CH3:16])=[O:5])[CH3:2]. The catalyst class is: 55. (3) The catalyst class is: 4. Product: [OH:2][CH2:3][CH2:4][O:5][C:6]1[CH:14]=[C:13]2[C:9]([C:10]3[C:18]([C:19]4[CH:24]=[CH:23][CH:22]=[C:21]([N:25]5[C:34](=[O:35])[C:33]6[C:28](=[CH:29][CH:30]=[CH:31][CH:32]=6)[N:27]=[CH:26]5)[C:20]=4[CH3:36])=[CH:17][N:16]=[C:15]([C:37]([NH2:39])=[O:38])[C:11]=3[NH:12]2)=[CH:8][CH:7]=1. Reactant: C[O:2][CH2:3][CH2:4][O:5][C:6]1[CH:14]=[C:13]2[C:9]([C:10]3[C:18]([C:19]4[CH:24]=[CH:23][CH:22]=[C:21]([N:25]5[C:34](=[O:35])[C:33]6[C:28](=[CH:29][CH:30]=[CH:31][CH:32]=6)[N:27]=[CH:26]5)[C:20]=4[CH3:36])=[CH:17][N:16]=[C:15]([C:37]([NH2:39])=[O:38])[C:11]=3[NH:12]2)=[CH:8][CH:7]=1.BrB(Br)Br. (4) Reactant: [F:1][C:2]([F:16])([F:15])[O:3][C:4]1[CH:9]=[CH:8][C:7]([C:10]2[Se:11][CH:12]=[CH:13][CH:14]=2)=[CH:6][CH:5]=1.[Li][CH2:18]CCC.CI.[Cl-].[NH4+].N. Product: [CH3:18][C:12]1[Se:11][C:10]([C:7]2[CH:6]=[CH:5][C:4]([O:3][C:2]([F:1])([F:15])[F:16])=[CH:9][CH:8]=2)=[CH:14][CH:13]=1. The catalyst class is: 27. (5) Reactant: CCN(C(C)C)C(C)C.[C:10]1([C:16]2[NH:20][N:19]=[C:18]([C:21]([NH:23][CH2:24][C:25]([OH:27])=O)=[O:22])[CH:17]=2)[CH:15]=[CH:14][CH:13]=[CH:12][CH:11]=1.C1C=CC2N(O)N=NC=2C=1.CCN=C=NCCCN(C)C.Cl.Cl.[CH3:51][S:52]([C:55]1[CH:67]=[CH:66][CH:65]=[CH:64][C:56]=1[O:57][CH:58]1[CH2:63][CH2:62][NH:61][CH2:60][CH2:59]1)(=[O:54])=[O:53]. Product: [CH3:51][S:52]([C:55]1[CH:67]=[CH:66][CH:65]=[CH:64][C:56]=1[O:57][CH:58]1[CH2:59][CH2:60][N:61]([C:25](=[O:27])[CH2:24][NH:23][C:21]([C:18]2[CH:17]=[C:16]([C:10]3[CH:11]=[CH:12][CH:13]=[CH:14][CH:15]=3)[NH:20][N:19]=2)=[O:22])[CH2:62][CH2:63]1)(=[O:54])=[O:53]. The catalyst class is: 18. (6) Reactant: F[C:2]1[N:7]=[CH:6][C:5]([NH:8][C:9]([C@H:11]2[CH2:15][CH2:14][CH2:13][N:12]2[C:16]2[N:17]=[C:18]([NH:25][C:26]3[CH:30]=[C:29]([CH:31]([CH3:33])[CH3:32])[NH:28][N:27]=3)[C:19]3[CH2:24][CH2:23][CH2:22][C:20]=3[N:21]=2)=[O:10])=[CH:4][CH:3]=1.[CH3:34][S-:35].[Na+]. Product: [CH:31]([C:29]1[NH:28][N:27]=[C:26]([NH:25][C:18]2[C:19]3[CH2:24][CH2:23][CH2:22][C:20]=3[N:21]=[C:16]([N:12]3[CH2:13][CH2:14][CH2:15][C@@H:11]3[C:9]([NH:8][C:5]3[CH:6]=[N:7][C:2]([S:35][CH3:34])=[CH:3][CH:4]=3)=[O:10])[N:17]=2)[CH:30]=1)([CH3:33])[CH3:32]. The catalyst class is: 8.